This data is from CYP3A4 substrate classification data from Carbon-Mangels et al.. The task is: Regression/Classification. Given a drug SMILES string, predict its absorption, distribution, metabolism, or excretion properties. Task type varies by dataset: regression for continuous measurements (e.g., permeability, clearance, half-life) or binary classification for categorical outcomes (e.g., BBB penetration, CYP inhibition). Dataset: cyp3a4_substrate_carbonmangels. (1) The molecule is CC(C)CN(C[C@@H](O)[C@H](Cc1ccccc1)NC(=O)O[C@H]1CCOC1)S(=O)(=O)c1ccc(N)cc1. The result is 1 (substrate). (2) The compound is COc1cc(N)c(Cl)cc1C(=O)N[C@H]1CCN(CCCOc2ccc(F)cc2)C[C@H]1OC. The result is 1 (substrate). (3) The molecule is CN/C(=C\[N+](=O)[O-])NCCSCc1ccc(CN(C)C)o1. The result is 0 (non-substrate). (4) The molecule is C=C(c1ccc(C(=O)O)cc1)c1cc2c(cc1C)C(C)(C)CCC2(C)C. The result is 1 (substrate).